Dataset: Reaction yield outcomes from USPTO patents with 853,638 reactions. Task: Predict the reaction yield, written as a fraction of the theoretical maximum amount of product (1.0 means a 100% yield; for example, 0.34 means a 34% yield). (1) The reactants are [Br:1][C:2]1[C:3](F)=[C:4]2[C:10]([NH:11][C:12](=[O:20])[C:13]3[CH:18]=[CH:17][C:16]([F:19])=[CH:15][CH:14]=3)=[CH:9][NH:8][C:5]2=[N:6][CH:7]=1.[NH:22]1[CH2:27][CH2:26][CH2:25][C@@H:24]([NH:28]C(=O)OC(C)(C)C)[CH2:23]1.C(O)(C(F)(F)F)=O.C(Cl)[Cl:44]. The catalyst is CCCCO. The product is [ClH:44].[NH2:28][C@@H:24]1[CH2:25][CH2:26][CH2:27][N:22]([C:3]2[C:2]([Br:1])=[CH:7][N:6]=[C:5]3[NH:8][CH:9]=[C:10]([NH:11][C:12](=[O:20])[C:13]4[CH:18]=[CH:17][C:16]([F:19])=[CH:15][CH:14]=4)[C:4]=23)[CH2:23]1. The yield is 0.410. (2) The reactants are [ClH:1].[NH2:2][CH2:3][C:4]1[CH:9]=[CH:8][C:7]([C:10]2[CH:15]=[CH:14][CH:13]=[CH:12][C:11]=2[C:16]#[N:17])=[CH:6][CH:5]=1.[OH-:18].[NH4+].[OH-].[K+]. The catalyst is O.C(Cl)Cl. The product is [ClH:1].[NH2:2][CH2:3][C:4]1[CH:5]=[CH:6][C:7]([C:10]2[C:11]([C:16]([NH2:17])=[O:18])=[CH:12][CH:13]=[CH:14][CH:15]=2)=[CH:8][CH:9]=1. The yield is 0.841. (3) The reactants are N[C:2]([C:4]1[CH:9]=[CH:8][C:7](B(O)O)=[CH:6][C:5]=1Cl)=[O:3].I[C:15]1[C:23]2[C:18](=[N:19][CH:20]=[N:21][C:22]=2[NH2:24])[N:17]([CH:25]([CH3:27])[CH3:26])[N:16]=1.C([O-])([O-])=O.[Na+].[Na+]. The catalyst is CCO.COCCOC.C1C=CC([P]([Pd]([P](C2C=CC=CC=2)(C2C=CC=CC=2)C2C=CC=CC=2)([P](C2C=CC=CC=2)(C2C=CC=CC=2)C2C=CC=CC=2)[P](C2C=CC=CC=2)(C2C=CC=CC=2)C2C=CC=CC=2)(C2C=CC=CC=2)C2C=CC=CC=2)=CC=1. The product is [NH2:24][C:22]1[N:21]=[CH:20][N:19]=[C:18]2[N:17]([CH:25]([CH3:27])[CH3:26])[N:16]=[C:15]([C:6]3[CH:5]=[C:4]([CH2:2][OH:3])[CH:9]=[CH:8][CH:7]=3)[C:23]=12. The yield is 0.420. (4) The reactants are F[C:2](F)(F)[C:3](O)=O.[Cl:8][C:9]1[CH:10]=[CH:11][C:12]([NH:15][C:16](=[O:32])[C:17]2[CH:22]=[CH:21][CH:20]=[CH:19][C:18]=2[NH:23][C:24]([CH:26]2[CH2:31][CH2:30][NH:29][CH2:28][CH2:27]2)=[O:25])=[N:13][CH:14]=1.[C:33](O)(=O)C.C(O[BH-](OC(=O)C)OC(=O)C)(=O)C.[Na+].[Cl-].[NH4+]. The catalyst is CC(C)=O.ClCCCl. The product is [ClH:8].[Cl:8][C:9]1[CH:10]=[CH:11][C:12]([NH:15][C:16](=[O:32])[C:17]2[CH:22]=[CH:21][CH:20]=[CH:19][C:18]=2[NH:23][C:24]([CH:26]2[CH2:31][CH2:30][N:29]([CH:2]([CH3:3])[CH3:33])[CH2:28][CH2:27]2)=[O:25])=[N:13][CH:14]=1. The yield is 0.570. (5) The reactants are C([O:3][CH:4](OCC)[CH2:5][CH2:6][O:7][C:8]1[CH:16]=[CH:15][C:11]([C:12]([NH2:14])=[O:13])=[CH:10][CH:9]=1)C.Cl. The yield is 0.960. The catalyst is C1COCC1. The product is [O:3]=[CH:4][CH2:5][CH2:6][O:7][C:8]1[CH:16]=[CH:15][C:11]([C:12]([NH2:14])=[O:13])=[CH:10][CH:9]=1.